This data is from HIV replication inhibition screening data with 41,000+ compounds from the AIDS Antiviral Screen. The task is: Binary Classification. Given a drug SMILES string, predict its activity (active/inactive) in a high-throughput screening assay against a specified biological target. (1) The drug is C[n+]1c(-c2ccc(C=NNc3ccnc(NN=Cc4ccc(-c5cn6ccsc6[n+]5C)cc4)n3)cc2)cn2ccsc21.Cc1ccc(S(=O)(=O)O)cc1. The result is 1 (active). (2) The molecule is O=CC12c3ccccc3C(c3ccccc31)C1C(=O)NC(=O)C12. The result is 0 (inactive). (3) The drug is CCCCNC(=NC#N)NCCCC. The result is 0 (inactive). (4) The compound is CC(=O)c1cccc(NC(=O)C(=O)Nn2c(=N)[nH][nH]c2=N)c1. The result is 0 (inactive). (5) The molecule is Cc1cc(N(CCC#N)CCC#N)ccc1C(N=Nc1ccc(C(=O)O)cc1)=NNC(=O)c1cc(Cl)ccc1O. The result is 0 (inactive). (6) The drug is O=C(O)C(C(=O)O)P(=S)(S)c1ccccc1.[NaH]. The result is 0 (inactive). (7) The molecule is CC(C)NC(=O)N(Nc1ccccc1)C(C)(C)C. The result is 0 (inactive). (8) The compound is O=C1c2cc3c(cc2CC12Cc1ccc4c(c1C2=O)CCC4)CCC3. The result is 0 (inactive). (9) The molecule is O=S1(=O)OC(c2cc(Br)c(O)c(Br)c2)(c2cc(Br)c(O)c(Br)c2)c2c(Br)c(Br)c(Br)c(Br)c21. The result is 0 (inactive). (10) The compound is Cc1c(-c2nnc(-c3ccc(Cl)cc3)o2)c(=O)n(-c2ccccc2)n1C. The result is 0 (inactive).